Dataset: Full USPTO retrosynthesis dataset with 1.9M reactions from patents (1976-2016). Task: Predict the reactants needed to synthesize the given product. (1) Given the product [F:27][C:14]1[C:15]([O:20][C:21]2[CH:26]=[CH:25][CH:24]=[CH:23][CH:22]=2)=[C:16]([F:19])[CH:17]=[CH:18][C:13]=1[C@H:10]([NH:9][CH2:8][CH2:7][C:6]([OH:28])=[O:5])[CH2:11][CH3:12], predict the reactants needed to synthesize it. The reactants are: [OH-].[Li+].C([O:5][C:6](=[O:28])[CH2:7][CH2:8][NH:9][C@@H:10]([C:13]1[CH:18]=[CH:17][C:16]([F:19])=[C:15]([O:20][C:21]2[CH:26]=[CH:25][CH:24]=[CH:23][CH:22]=2)[C:14]=1[F:27])[CH2:11][CH3:12])C.Cl. (2) Given the product [CH3:14][O:13][C:10]1[CH:11]=[CH:12][C:7]([C:4]2[CH:5]=[CH:6][N:2]([O:1][C:21]([N:15]3[CH2:20][CH2:19][O:18][CH2:17][CH2:16]3)=[O:22])[N:3]=2)=[CH:8][CH:9]=1, predict the reactants needed to synthesize it. The reactants are: [OH:1][N:2]1[CH:6]=[CH:5][C:4]([C:7]2[CH:12]=[CH:11][C:10]([O:13][CH3:14])=[CH:9][CH:8]=2)=[N:3]1.[N:15]1([C:21](Cl)=[O:22])[CH2:20][CH2:19][O:18][CH2:17][CH2:16]1. (3) The reactants are: [CH3:1][N:2]([CH3:20])[CH2:3][CH2:4][CH2:5][O:6][C:7]1[CH:12]=[CH:11][C:10]([NH2:13])=[CH:9][C:8]=1[C:14]1[N:15]([CH3:19])[N:16]=[CH:17][CH:18]=1.[Cl:21][C:22]1[CH:27]=[CH:26][CH:25]=[CH:24][C:23]=1[N:28]=[C:29]=[O:30]. Given the product [Cl:21][C:22]1[CH:27]=[CH:26][CH:25]=[CH:24][C:23]=1[NH:28][C:29]([NH:13][C:10]1[CH:11]=[CH:12][C:7]([O:6][CH2:5][CH2:4][CH2:3][N:2]([CH3:1])[CH3:20])=[C:8]([C:14]2[N:15]([CH3:19])[N:16]=[CH:17][CH:18]=2)[CH:9]=1)=[O:30], predict the reactants needed to synthesize it.